Dataset: Reaction yield outcomes from USPTO patents with 853,638 reactions. Task: Predict the reaction yield, written as a fraction of the theoretical maximum amount of product (1.0 means a 100% yield; for example, 0.34 means a 34% yield). (1) The reactants are C(=O)([O-])[O-].[Na+].[Na+].Br[C:8]1[CH:9]=[N:10][C:11]([NH2:14])=[N:12][CH:13]=1.[C:15]([O:19][C:20]([C:22]1[CH:27]=[CH:26][C:25](B(O)O)=[CH:24][CH:23]=1)=[O:21])([CH3:18])([CH3:17])[CH3:16]. The catalyst is O.C(O)C.C1(C)C=CC=CC=1.CCOC(C)=O.C1C=CC([P]([Pd]([P](C2C=CC=CC=2)(C2C=CC=CC=2)C2C=CC=CC=2)([P](C2C=CC=CC=2)(C2C=CC=CC=2)C2C=CC=CC=2)[P](C2C=CC=CC=2)(C2C=CC=CC=2)C2C=CC=CC=2)(C2C=CC=CC=2)C2C=CC=CC=2)=CC=1. The product is [NH2:14][C:11]1[N:10]=[CH:9][C:8]([C:25]2[CH:26]=[CH:27][C:22]([C:20]([O:19][C:15]([CH3:16])([CH3:17])[CH3:18])=[O:21])=[CH:23][CH:24]=2)=[CH:13][N:12]=1. The yield is 0.866. (2) The reactants are [CH2:1]([C:4]1([S:7]([NH:10][C:11]2C(OC)=C[C:14]([F:19])=[C:13]([F:20])[C:12]=2[NH:21][C:22]2[CH:27]=[CH:26][C:25]([I:28])=[CH:24][C:23]=2[F:29])(=[O:9])=[O:8])[CH2:6][CH2:5]1)C=C.C[N+]1([O-])[CH2:36][CH2:35][O:34]CC1.[C:38]([O:41][CH2:42][CH3:43])(=O)C.C1C[O:47]CC1. The catalyst is O.[Os](=O)(=O)(=O)=O. The product is [F:20][C:13]1[C:12]([NH:21][C:22]2[CH:27]=[CH:26][C:25]([I:28])=[CH:24][C:23]=2[F:29])=[C:11]([NH:10][S:7]([C:4]2([CH2:1][CH:36]([OH:47])[CH2:35][OH:34])[CH2:5][CH2:6]2)(=[O:8])=[O:9])[C:42]([O:41][CH3:38])=[CH:43][C:14]=1[F:19]. The yield is 0.780. (3) The reactants are [N:1]([CH2:4][CH:5]1[CH2:9][C:8]2[CH:10]=[C:11]([Cl:21])[CH:12]=[C:13]([C:14]3[CH:19]=[CH:18][CH:17]=[C:16]([CH3:20])[CH:15]=3)[C:7]=2[O:6]1)=[N+]=[N-]. The catalyst is [Pt]. The product is [Cl:21][C:11]1[CH:12]=[C:13]([C:14]2[CH:19]=[CH:18][CH:17]=[C:16]([CH3:20])[CH:15]=2)[C:7]2[O:6][CH:5]([CH2:4][NH2:1])[CH2:9][C:8]=2[CH:10]=1. The yield is 0.590. (4) The reactants are [SH:1][C:2]1[NH:3][C:4](=[O:12])[CH:5]=[C:6]([S:10][CH3:11])[C:7]=1[C:8]#[N:9].[H-].[Na+].Br[CH2:16][C:17]([NH2:19])=[O:18]. The catalyst is CN(C=O)C. The product is [C:8]([C:7]1[C:6]([S:10][CH3:11])=[CH:5][C:4](=[O:12])[NH:3][C:2]=1[S:1][CH2:16][C:17]([NH2:19])=[O:18])#[N:9]. The yield is 0.699.